This data is from Reaction yield outcomes from USPTO patents with 853,638 reactions. The task is: Predict the reaction yield, written as a fraction of the theoretical maximum amount of product (1.0 means a 100% yield; for example, 0.34 means a 34% yield). (1) The reactants are [C:1]([C:4]1[N:9]=[C:8]([C:10]2[CH:15]=[CH:14][C:13]([O:16][C:17]3[CH:22]=[CH:21][C:20]([F:23])=[CH:19][CH:18]=3)=[CH:12][CH:11]=2)[N:7]=[C:6]([NH:24][C@@H:25]([CH3:30])[C:26]([O:28]C)=O)[CH:5]=1)(=[O:3])[NH2:2].CO.[NH3:33]. No catalyst specified. The product is [NH2:33][C:26](=[O:28])[C@@H:25]([NH:24][C:6]1[N:7]=[C:8]([C:10]2[CH:15]=[CH:14][C:13]([O:16][C:17]3[CH:18]=[CH:19][C:20]([F:23])=[CH:21][CH:22]=3)=[CH:12][CH:11]=2)[N:9]=[C:4]([C:1]([NH2:2])=[O:3])[CH:5]=1)[CH3:30]. The yield is 0.660. (2) The reactants are [CH2:1]1[CH:5]2[CH:6]3[CH:10]=[CH:9][CH:8]([CH:4]2[CH:3]=[CH:2]1)[CH2:7]3.C(Cl)(Cl)Cl.[OH2:15].[Cl-].[Na+]. The catalyst is O.[Cl-].C([N+]1C=CC=CC=1)CCCCCCCCCCCCCCC.OO. The product is [O:15]1[CH:1]2[CH:2]1[CH2:3][CH:4]1[CH:5]2[CH:6]2[CH2:7][CH:8]1[CH:9]=[CH:10]2. The yield is 0.470.